Task: Regression. Given two drug SMILES strings and cell line genomic features, predict the synergy score measuring deviation from expected non-interaction effect.. Dataset: NCI-60 drug combinations with 297,098 pairs across 59 cell lines (1) Drug 1: CN1C(=O)N2C=NC(=C2N=N1)C(=O)N. Drug 2: CC1CCC2CC(C(=CC=CC=CC(CC(C(=O)C(C(C(=CC(C(=O)CC(OC(=O)C3CCCCN3C(=O)C(=O)C1(O2)O)C(C)CC4CCC(C(C4)OC)OCCO)C)C)O)OC)C)C)C)OC. Cell line: UO-31. Synergy scores: CSS=9.96, Synergy_ZIP=-1.98, Synergy_Bliss=0.443, Synergy_Loewe=-66.6, Synergy_HSA=-1.11. (2) Drug 1: C1CC(=O)NC(=O)C1N2CC3=C(C2=O)C=CC=C3N. Drug 2: CC1C(C(CC(O1)OC2CC(OC(C2O)C)OC3=CC4=CC5=C(C(=O)C(C(C5)C(C(=O)C(C(C)O)O)OC)OC6CC(C(C(O6)C)O)OC7CC(C(C(O7)C)O)OC8CC(C(C(O8)C)O)(C)O)C(=C4C(=C3C)O)O)O)O. Cell line: MALME-3M. Synergy scores: CSS=1.11, Synergy_ZIP=5.26, Synergy_Bliss=5.55, Synergy_Loewe=6.25, Synergy_HSA=4.50. (3) Drug 1: C1=NC2=C(N=C(N=C2N1C3C(C(C(O3)CO)O)F)Cl)N. Drug 2: C1=NC(=NC(=O)N1C2C(C(C(O2)CO)O)O)N. Cell line: HCT116. Synergy scores: CSS=46.9, Synergy_ZIP=-6.28, Synergy_Bliss=-8.43, Synergy_Loewe=-5.34, Synergy_HSA=-3.08. (4) Drug 1: C1C(C(OC1N2C=C(C(=O)NC2=O)F)CO)O. Synergy scores: CSS=12.2, Synergy_ZIP=-3.83, Synergy_Bliss=-2.00, Synergy_Loewe=-16.7, Synergy_HSA=-4.82. Drug 2: C1=CN(C=N1)CC(O)(P(=O)(O)O)P(=O)(O)O. Cell line: NCIH23. (5) Drug 1: C1C(C(OC1N2C=NC3=C2NC=NCC3O)CO)O. Drug 2: CC1CCCC2(C(O2)CC(NC(=O)CC(C(C(=O)C(C1O)C)(C)C)O)C(=CC3=CSC(=N3)C)C)C. Cell line: HOP-62. Synergy scores: CSS=21.7, Synergy_ZIP=-1.82, Synergy_Bliss=-4.77, Synergy_Loewe=-7.06, Synergy_HSA=-3.36. (6) Drug 1: C1=CC=C(C(=C1)C(C2=CC=C(C=C2)Cl)C(Cl)Cl)Cl. Drug 2: C(CC(=O)O)C(=O)CN.Cl. Cell line: HCC-2998. Synergy scores: CSS=17.4, Synergy_ZIP=-5.00, Synergy_Bliss=-5.80, Synergy_Loewe=-3.02, Synergy_HSA=-2.02.